Dataset: Peptide-MHC class II binding affinity with 134,281 pairs from IEDB. Task: Regression. Given a peptide amino acid sequence and an MHC pseudo amino acid sequence, predict their binding affinity value. This is MHC class II binding data. The peptide sequence is WGAIWRIDTPEVLKG. The MHC is HLA-DQA10103-DQB10603 with pseudo-sequence HLA-DQA10103-DQB10603. The binding affinity (normalized) is 0.144.